This data is from Peptide-MHC class I binding affinity with 185,985 pairs from IEDB/IMGT. The task is: Regression. Given a peptide amino acid sequence and an MHC pseudo amino acid sequence, predict their binding affinity value. This is MHC class I binding data. (1) The peptide sequence is IETALRTLI. The MHC is HLA-B40:02 with pseudo-sequence HLA-B40:02. The binding affinity (normalized) is 0.534. (2) The peptide sequence is RPAFPAGTF. The MHC is HLA-A03:01 with pseudo-sequence HLA-A03:01. The binding affinity (normalized) is 0.0847. (3) The peptide sequence is RHRILDIYL. The MHC is Mamu-A07 with pseudo-sequence Mamu-A07. The binding affinity (normalized) is 0.217.